The task is: Predict the reactants needed to synthesize the given product.. This data is from Full USPTO retrosynthesis dataset with 1.9M reactions from patents (1976-2016). (1) The reactants are: [OH:1][C@H:2]([CH2:7][CH2:8][CH2:9][CH2:10][CH2:11][CH2:12][CH2:13][CH2:14][CH2:15][CH2:16][CH3:17])[CH2:3][C:4]([OH:6])=[O:5].C(N(CC)CC)C.Br[CH2:26][C:27]([C:29]1[CH:34]=[CH:33][CH:32]=[CH:31][CH:30]=1)=[O:28]. Given the product [OH:1][C@H:2]([CH2:7][CH2:8][CH2:9][CH2:10][CH2:11][CH2:12][CH2:13][CH2:14][CH2:15][CH2:16][CH3:17])[CH2:3][C:4]([O:6][CH2:26][C:27](=[O:28])[C:29]1[CH:34]=[CH:33][CH:32]=[CH:31][CH:30]=1)=[O:5], predict the reactants needed to synthesize it. (2) Given the product [C:9]([O:13][C:14]([NH:24][CH2:23][CH2:8][CH2:6][C:5]([NH:30][C:31]1[N:39]=[C:38]2[C:34]([C:35]([C:47]3[CH:52]=[CH:51][N:50]=[CH:49][CH:48]=3)=[C:36]([C:40]3[CH:41]=[CH:42][C:43]([F:46])=[CH:44][CH:45]=3)[NH:37]2)=[CH:33][CH:32]=1)=[O:4])=[O:15])([CH3:10])([CH3:11])[CH3:12], predict the reactants needed to synthesize it. The reactants are: ClC([O:4][CH2:5][CH:6]([CH3:8])C)=O.[C:9]([O:13][C:14](CCC(N)C(O)=O)=[O:15])([CH3:12])([CH3:11])[CH3:10].[CH3:23][N:24]1CCOCC1.[NH2:30][C:31]1[N:39]=[C:38]2[C:34]([C:35]([C:47]3[CH:52]=[CH:51][N:50]=[CH:49][CH:48]=3)=[C:36]([C:40]3[CH:45]=[CH:44][C:43]([F:46])=[CH:42][CH:41]=3)[NH:37]2)=[CH:33][CH:32]=1.C(=O)(O)[O-]. (3) Given the product [Br:1][C:2]1[C:3]([O:20][C:14]2[CH:15]=[CH:16][C:17]([F:19])=[CH:18][C:13]=2[F:12])=[N:4][CH:5]=[C:6]([CH:10]=1)[C:7]([OH:9])=[O:8], predict the reactants needed to synthesize it. The reactants are: [Br:1][C:2]1[C:3](Cl)=[N:4][CH:5]=[C:6]([CH:10]=1)[C:7]([OH:9])=[O:8].[F:12][C:13]1[CH:18]=[C:17]([F:19])[CH:16]=[CH:15][C:14]=1[OH:20].C(=O)([O-])[O-].[Cs+].[Cs+].Cl. (4) Given the product [ClH:1].[C:14]1([C@H:13]2[C@@H:12]([C:20]3[CH:25]=[CH:24][CH:23]=[CH:22][CH:21]=3)[NH:11][C:10]([NH:26][CH2:27][C:28]3[CH:29]=[CH:30][CH:31]=[CH:32][CH:33]=3)=[N:9]2)[CH:19]=[CH:18][CH:17]=[CH:16][CH:15]=1, predict the reactants needed to synthesize it. The reactants are: [ClH:1].C(OC([N:9]1[C@H:13]([C:14]2[CH:19]=[CH:18][CH:17]=[CH:16][CH:15]=2)[C@H:12]([C:20]2[CH:25]=[CH:24][CH:23]=[CH:22][CH:21]=2)[N:11]=[C:10]1[NH:26][CH2:27][C:28]1[CH:33]=[CH:32][CH:31]=[CH:30][CH:29]=1)=O)(C)(C)C. (5) Given the product [CH3:17][P:15]([C:12]1[CH:13]=[CH:14][C:9]([NH:8][C:4]2[CH:3]=[C:2]([NH:19][CH2:20][CH2:21][C:22]3[C:30]4[C:25](=[CH:26][CH:27]=[CH:28][CH:29]=4)[NH:24][CH:23]=3)[N:7]=[CH:6][N:5]=2)=[CH:10][CH:11]=1)([CH3:18])=[O:16], predict the reactants needed to synthesize it. The reactants are: Cl[C:2]1[N:7]=[CH:6][N:5]=[C:4]([NH:8][C:9]2[CH:14]=[CH:13][C:12]([P:15]([CH3:18])([CH3:17])=[O:16])=[CH:11][CH:10]=2)[CH:3]=1.[NH2:19][CH2:20][CH2:21][C:22]1[C:30]2[C:25](=[CH:26][CH:27]=[CH:28][CH:29]=2)[NH:24][CH:23]=1.